From a dataset of Forward reaction prediction with 1.9M reactions from USPTO patents (1976-2016). Predict the product of the given reaction. (1) Given the reactants [F:1][C:2]1[CH:26]=[C:25]([F:27])[CH:24]=[CH:23][C:3]=1[O:4][C:5]1[CH:10]=[CH:9][C:8]([N+:11]([O-])=O)=[CH:7][C:6]=1[C:14]1[C:15]([F:22])=[CH:16][C:17](=[O:21])[N:18]([CH3:20])[CH:19]=1.[Cl-].[NH4+].O.C(O)C, predict the reaction product. The product is: [NH2:11][C:8]1[CH:9]=[CH:10][C:5]([O:4][C:3]2[CH:23]=[CH:24][C:25]([F:27])=[CH:26][C:2]=2[F:1])=[C:6]([C:14]2[C:15]([F:22])=[CH:16][C:17](=[O:21])[N:18]([CH3:20])[CH:19]=2)[CH:7]=1. (2) The product is: [CH3:43][C:35]1[N:34]([CH:29]2[CH2:30][CH:31]3[N:26]([CH2:25][CH2:24][C:15]4([C:18]5[CH:23]=[CH:22][CH:21]=[CH:20][CH:19]=5)[CH2:16][CH2:17][N:12]([C:4]5[NH:45][N:44]=[C:1]([NH2:2])[N:3]=5)[CH2:13][CH2:14]4)[CH:27]([CH2:33][CH2:32]3)[CH2:28]2)[C:38]2[CH:39]=[CH:40][CH:41]=[CH:42][C:37]=2[N:36]=1. Given the reactants [C:1]([N:3]=[C:4]([N:12]1[CH2:17][CH2:16][C:15]([CH2:24][CH2:25][N:26]2[CH:31]3[CH2:32][CH2:33][CH:27]2[CH2:28][CH:29]([N:34]2[C:38]4[CH:39]=[CH:40][CH:41]=[CH:42][C:37]=4[N:36]=[C:35]2[CH3:43])[CH2:30]3)([C:18]2[CH:23]=[CH:22][CH:21]=[CH:20][CH:19]=2)[CH2:14][CH2:13]1)OC1C=CC=CC=1)#[N:2].[NH2:44][NH2:45], predict the reaction product. (3) Given the reactants [C:1]([O:5][C:6]([N:8]1[CH2:13][CH2:12][C@H:11]([C:14]([OH:16])=O)[C@H:10]([C:17]2[CH:22]=[CH:21][C:20]([F:23])=[CH:19][CH:18]=2)[CH2:9]1)=[O:7])([CH3:4])([CH3:3])[CH3:2].[CH:24]1([NH2:27])[CH2:26][CH2:25]1.CCN=C=NCCCN(C)C.Cl.C1C=CC2N(O)N=NC=2C=1.O, predict the reaction product. The product is: [CH:24]1([NH:27][C:14]([C@H:11]2[CH2:12][CH2:13][N:8]([C:6]([O:5][C:1]([CH3:3])([CH3:4])[CH3:2])=[O:7])[CH2:9][C@H:10]2[C:17]2[CH:22]=[CH:21][C:20]([F:23])=[CH:19][CH:18]=2)=[O:16])[CH2:26][CH2:25]1.